From a dataset of Reaction yield outcomes from USPTO patents with 853,638 reactions. Predict the reaction yield, written as a fraction of the theoretical maximum amount of product (1.0 means a 100% yield; for example, 0.34 means a 34% yield). The reactants are [C:1]([N:4]1[C:12]2[C:7](=[CH:8][C:9]([S:13]([NH2:16])(=[O:15])=[O:14])=[CH:10][CH:11]=2)[CH2:6][CH2:5]1)(=O)[CH3:2].B.C1COCC1. The catalyst is C1COCC1. The product is [CH2:1]([N:4]1[C:12]2[C:7](=[CH:8][C:9]([S:13]([NH2:16])(=[O:14])=[O:15])=[CH:10][CH:11]=2)[CH2:6][CH2:5]1)[CH3:2]. The yield is 1.00.